Predict the reactants needed to synthesize the given product. From a dataset of Retrosynthesis with 50K atom-mapped reactions and 10 reaction types from USPTO. (1) Given the product CC(=O)Nc1nc(C(=O)Oc2ccc(CCOC(=O)NN)cc2)cs1, predict the reactants needed to synthesize it. The reactants are: CC(=O)Nc1nc(C(=O)Oc2ccc(CCOC(=O)NNC(=O)OC(C)(C)C)cc2)cs1. (2) Given the product CC(C)(c1ccc(-c2noc(-c3ccc(=O)n(Cc4cccc(C(=O)N5CCOCC5)c4)n3)n2)cc1)C(F)(F)F, predict the reactants needed to synthesize it. The reactants are: C1COCCN1.CC(C)(c1ccc(-c2noc(-c3ccc(=O)n(Cc4cccc(C(=O)Cl)c4)n3)n2)cc1)C(F)(F)F. (3) Given the product Cc1cc(C(O)CN)cc(C)c1O, predict the reactants needed to synthesize it. The reactants are: COCOc1c(C)cc(C(O)CN)cc1C. (4) Given the product CCCc1nc(CC)n(-c2ccc(OC3CCC(F)(F)CC3)cc2)c(=O)c1Cc1ccc(-c2ccccc2C#N)cc1, predict the reactants needed to synthesize it. The reactants are: CCCc1nc(CC)n(-c2ccc(O)cc2)c(=O)c1Cc1ccc(-c2ccccc2C#N)cc1.OC1CCC(F)(F)CC1. (5) Given the product c1ccc(COc2nn(C3CCNC3)cc2-c2ccccc2)cc1, predict the reactants needed to synthesize it. The reactants are: CC(C)(C)OC(=O)N1CCC(n2cc(-c3ccccc3)c(OCc3ccccc3)n2)C1. (6) The reactants are: CCC(CC)CNc1cccc(C(O)CCNC(=O)OC(C)(C)C)c1. Given the product CCC(CC)CNc1cccc(C(=O)CCNC(=O)OC(C)(C)C)c1, predict the reactants needed to synthesize it.